From a dataset of Reaction yield outcomes from USPTO patents with 853,638 reactions. Predict the reaction yield, written as a fraction of the theoretical maximum amount of product (1.0 means a 100% yield; for example, 0.34 means a 34% yield). (1) The reactants are [C:1]([C:3]1[CH:8]=[CH:7][C:6]([CH:9]([N:13]([CH3:22])[CH2:14][C:15]([O:17][C:18]([CH3:21])([CH3:20])[CH3:19])=[O:16])[CH2:10][O:11][CH3:12])=[CH:5][CH:4]=1)#[N:2].[NH2:23][OH:24]. The catalyst is C(O)C. The product is [OH:24][N:23]=[C:1]([C:3]1[CH:8]=[CH:7][C:6]([CH:9]([N:13]([CH3:22])[CH2:14][C:15]([O:17][C:18]([CH3:20])([CH3:19])[CH3:21])=[O:16])[CH2:10][O:11][CH3:12])=[CH:5][CH:4]=1)[NH2:2]. The yield is 0.930. (2) The reactants are P(OCC)(OCC)(O[C:4]1[N:9]=[C:8]([C:10]2[C:18]3[C:13](=[N:14][CH:15]=[C:16]([C:19]([F:22])([F:21])[F:20])[CH:17]=3)[N:12]([S:23]([C:26]3[CH:32]=[CH:31][C:29]([CH3:30])=[CH:28][CH:27]=3)(=[O:25])=[O:24])[CH:11]=2)[C:7]([C:33]#[N:34])=[CH:6][N:5]=1)=O.[NH2:41][C@@H:42]([CH:44]1[CH2:49][CH2:48][N:47]([C:50]([O:52][C:53]([CH3:56])([CH3:55])[CH3:54])=[O:51])[CH2:46][CH2:45]1)[CH3:43].C(N(C(C)C)CC)(C)C. The catalyst is C1COCC1.C(OCC)(=O)C. The product is [C:33]([C:7]1[C:8]([C:10]2[C:18]3[C:13](=[N:14][CH:15]=[C:16]([C:19]([F:22])([F:21])[F:20])[CH:17]=3)[N:12]([S:23]([C:26]3[CH:27]=[CH:28][C:29]([CH3:30])=[CH:31][CH:32]=3)(=[O:24])=[O:25])[CH:11]=2)=[N:9][C:4]([NH:41][C@@H:42]([CH:44]2[CH2:45][CH2:46][N:47]([C:50]([O:52][C:53]([CH3:54])([CH3:56])[CH3:55])=[O:51])[CH2:48][CH2:49]2)[CH3:43])=[N:5][CH:6]=1)#[N:34]. The yield is 0.840. (3) The product is [Cl:22][C:23]1[CH:24]=[C:25]([NH:26][C:12]([C:8]2[N:9]=[N:10][S:11][C:7]=2[CH2:6][O:5][Si:4]([CH:16]([CH3:17])[CH3:18])([CH:19]([CH3:20])[CH3:21])[CH:1]([CH3:2])[CH3:3])=[O:14])[CH:27]=[CH:28][C:29]=1[F:30]. The yield is 0.780. The reactants are [CH:1]([Si:4]([CH:19]([CH3:21])[CH3:20])([CH:16]([CH3:18])[CH3:17])[O:5][CH2:6][C:7]1[S:11][N:10]=[N:9][C:8]=1[C:12]([O:14]C)=O)([CH3:3])[CH3:2].[Cl:22][C:23]1[CH:24]=[C:25]([CH:27]=[CH:28][C:29]=1[F:30])[NH2:26].C(Cl)Cl.C[Al](C)C. The catalyst is CCCCCC. (4) The reactants are C[O:2][C:3]1[CH:4]=[C:5]2[C:10](=[CH:11][CH:12]=1)[N:9]=[C:8]([C:13]1[CH:21]=[CH:20][C:16]([C:17]([OH:19])=[O:18])=[CH:15][CH:14]=1)[N:7]=[CH:6]2.[Al+3].[Cl-].[Cl-].[Cl-]. The catalyst is C(Cl)Cl. The product is [OH:2][C:3]1[CH:4]=[C:5]2[C:10](=[CH:11][CH:12]=1)[N:9]=[C:8]([C:13]1[CH:14]=[CH:15][C:16]([C:17]([OH:19])=[O:18])=[CH:20][CH:21]=1)[N:7]=[CH:6]2. The yield is 0.130. (5) The reactants are [Br:1][C:2]1[CH:3]=[C:4]2[C:10]([CH:11]([C:13]3[C:18]([F:19])=[CH:17][CH:16]=[C:15]([O:20][CH2:21][CH2:22][O:23]C4CCCCO4)[C:14]=3[F:30])O)=[CH:9][NH:8][C:5]2=[N:6][CH:7]=1.FC(F)(F)C(O)=O.C([SiH](CC)CC)C. The catalyst is C(#N)C. The product is [Br:1][C:2]1[CH:3]=[C:4]2[C:10]([CH2:11][C:13]3[C:14]([F:30])=[C:15]([CH:16]=[CH:17][C:18]=3[F:19])[O:20][CH2:21][CH2:22][OH:23])=[CH:9][NH:8][C:5]2=[N:6][CH:7]=1. The yield is 0.350.